This data is from CYP2C9 inhibition data for predicting drug metabolism from PubChem BioAssay. The task is: Regression/Classification. Given a drug SMILES string, predict its absorption, distribution, metabolism, or excretion properties. Task type varies by dataset: regression for continuous measurements (e.g., permeability, clearance, half-life) or binary classification for categorical outcomes (e.g., BBB penetration, CYP inhibition). Dataset: cyp2c9_veith. (1) The drug is C(/C=C/c1ccco1)=N/N1CCN(c2ccccc2)CC1. The result is 0 (non-inhibitor). (2) The compound is O=C1CC(c2cccs2)c2cc3c(cc2N1)OCO3. The result is 1 (inhibitor).